From a dataset of Forward reaction prediction with 1.9M reactions from USPTO patents (1976-2016). Predict the product of the given reaction. (1) Given the reactants C([N:8]1[CH2:13][CH2:12][CH:11]([NH:14][C:15]([O:17][CH2:18][CH3:19])=[O:16])[C:10]([CH3:21])([CH3:20])[CH2:9]1)C1C=CC=CC=1, predict the reaction product. The product is: [C:15]([NH:14][CH:11]1[CH2:12][CH2:13][NH:8][CH2:9][C:10]1([CH3:20])[CH3:21])([O:17][CH2:18][CH3:19])=[O:16]. (2) Given the reactants CC(OI1(OC(C)=O)(OC(C)=O)OC(=O)C2C1=CC=CC=2)=O.[Cl:23][C:24]1[N:29]=[CH:28][C:27]([NH:30][C:31](=[O:37])[O:32][C:33]([CH3:36])([CH3:35])[CH3:34])=[C:26]([CH:38]([OH:41])[CH2:39][CH3:40])[CH:25]=1, predict the reaction product. The product is: [Cl:23][C:24]1[N:29]=[CH:28][C:27]([NH:30][C:31](=[O:37])[O:32][C:33]([CH3:34])([CH3:35])[CH3:36])=[C:26]([C:38](=[O:41])[CH2:39][CH3:40])[CH:25]=1. (3) Given the reactants [Cl:1][C:2]1[CH:3]=[C:4]([CH:6]=[CH:7][C:8]=1[Cl:9])[NH2:5].Cl[CH2:11][C:12]([OH:14])=[O:13], predict the reaction product. The product is: [Cl:1][C:2]1[CH:3]=[C:4]([NH:5][CH2:11][C:12]([OH:14])=[O:13])[CH:6]=[CH:7][C:8]=1[Cl:9]. (4) Given the reactants [NH2:1][C:2]1[CH:3]=[C:4]([C:9]2[C:17]3[C:16]([NH:18][C@H:19]([C:21]4[N:26]([C:27]5[CH:32]=[CH:31][CH:30]=[CH:29][CH:28]=5)[C:25](=[O:33])[C:24]5=[C:34]([CH3:37])[CH:35]=[CH:36][N:23]5[N:22]=4)[CH3:20])=[N:15][CH:14]=[N:13][C:12]=3[N:11](COCC[Si](C)(C)C)[CH:10]=2)[CH:5]=[C:6]([OH:8])[CH:7]=1.FC(F)(F)C(O)=O.N, predict the reaction product. The product is: [NH2:1][C:2]1[CH:3]=[C:4]([C:9]2[C:17]3[C:16]([NH:18][C@H:19]([C:21]4[N:26]([C:27]5[CH:32]=[CH:31][CH:30]=[CH:29][CH:28]=5)[C:25](=[O:33])[C:24]5=[C:34]([CH3:37])[CH:35]=[CH:36][N:23]5[N:22]=4)[CH3:20])=[N:15][CH:14]=[N:13][C:12]=3[NH:11][CH:10]=2)[CH:5]=[C:6]([OH:8])[CH:7]=1. (5) The product is: [C:26]1([CH:4]2[O:9][C:8](=[O:10])[NH:7][CH2:6][CH2:5]2)[CH:27]=[CH:28][CH:29]=[CH:30][CH:31]=1. Given the reactants C([C@@:4]1([C:26]2[CH:31]=[CH:30][CH:29]=[CH:28][CH:27]=2)[O:9][C:8](=[O:10])[N:7]([C@H](C2C=CC(C3C=NC(N)=CC=3)=CC=2)C)[CH2:6][CH2:5]1)C=C, predict the reaction product. (6) Given the reactants [F:1][C:2]1([F:20])[CH2:7][C@H:6]2[CH2:8][C@@H:3]1[CH2:4][C@@H:5]2[N:9]1C(=O)C2C(=CC=CC=2)C1=O.NN.[ClH:23], predict the reaction product. The product is: [ClH:23].[F:1][C:2]1([F:20])[CH2:7][C@H:6]2[CH2:8][C@@H:3]1[CH2:4][C@@H:5]2[NH2:9]. (7) Given the reactants [CH3:1][O:2][C:3]1[CH:4]=[C:5]([C:9]2[CH:14]=[CH:13][CH:12]=[C:11]([CH:15]3[S:20][CH2:19][CH2:18][CH2:17][S:16]3)[CH:10]=2)[CH:6]=[CH:7][CH:8]=1.C([Li])CCC.[Si:26]([O:43][C:44]1[CH:51]=[CH:50][C:47]([CH:48]=[O:49])=[CH:46][CH:45]=1)([C:39]([CH3:42])([CH3:41])[CH3:40])([C:33]1[CH:38]=[CH:37][CH:36]=[CH:35][CH:34]=1)[C:27]1[CH:32]=[CH:31][CH:30]=[CH:29][CH:28]=1.[Cl-].[NH4+], predict the reaction product. The product is: [Si:26]([O:43][C:44]1[CH:51]=[CH:50][C:47]([CH:48]([C:15]2([C:11]3[CH:10]=[C:9]([C:5]4[CH:6]=[CH:7][CH:8]=[C:3]([O:2][CH3:1])[CH:4]=4)[CH:14]=[CH:13][CH:12]=3)[S:16][CH2:17][CH2:18][CH2:19][S:20]2)[OH:49])=[CH:46][CH:45]=1)([C:39]([CH3:41])([CH3:42])[CH3:40])([C:33]1[CH:38]=[CH:37][CH:36]=[CH:35][CH:34]=1)[C:27]1[CH:28]=[CH:29][CH:30]=[CH:31][CH:32]=1.